This data is from Catalyst prediction with 721,799 reactions and 888 catalyst types from USPTO. The task is: Predict which catalyst facilitates the given reaction. (1) Reactant: [C:1]([O:5][C:6]([NH:8][C@H:9]([CH:25]=O)[CH2:10][C:11]1[CH:16]=[CH:15][C:14]([O:17][CH2:18][C:19]2[CH:24]=[CH:23][CH:22]=[CH:21][CH:20]=2)=[CH:13][CH:12]=1)=[O:7])([CH3:4])([CH3:3])[CH3:2].[NH:27]1[CH2:32][CH2:31][O:30][CH2:29][CH2:28]1.C([BH3-])#N.[Na+]. Product: [C:1]([O:5][C:6](=[O:7])[NH:8][CH:9]([CH2:25][N:27]1[CH2:32][CH2:31][O:30][CH2:29][CH2:28]1)[CH2:10][C:11]1[CH:12]=[CH:13][C:14]([O:17][CH2:18][C:19]2[CH:24]=[CH:23][CH:22]=[CH:21][CH:20]=2)=[CH:15][CH:16]=1)([CH3:4])([CH3:2])[CH3:3]. The catalyst class is: 5. (2) Reactant: Cl[C:2]1[N:7]=[C:6]([C:8]2[CH:9]=[N:10][N:11]([C:13]3([CH2:22][C:23]#[N:24])[CH2:16][N:15]([CH2:17][C:18]([F:21])([F:20])[F:19])[CH2:14]3)[CH:12]=2)[N:5]2[CH:25]=[CH:26][N:27]=[C:4]2[CH:3]=1.[CH2:28]([N:30]1[CH:34]=[C:33](B(O)O)[CH:32]=[N:31]1)[CH3:29].[O-]P([O-])([O-])=O.[K+].[K+].[K+].C1(P(C2CCCCC2)C2C=CC=CC=2C2C(C(C)C)=CC(C(C)C)=CC=2C(C)C)CCCCC1. Product: [CH2:28]([N:30]1[CH:34]=[C:33]([C:2]2[N:7]=[C:6]([C:8]3[CH:9]=[N:10][N:11]([C:13]4([CH2:22][C:23]#[N:24])[CH2:14][N:15]([CH2:17][C:18]([F:21])([F:19])[F:20])[CH2:16]4)[CH:12]=3)[N:5]3[CH:25]=[CH:26][N:27]=[C:4]3[CH:3]=2)[CH:32]=[N:31]1)[CH3:29]. The catalyst class is: 102. (3) Reactant: [CH2:1]([NH2:4])[CH2:2][NH2:3].[CH:5](=O)[C:6]1[C:7](=[CH:9][CH:10]=[CH:11][CH:12]=1)[OH:8]. The catalyst class is: 8. Product: [CH:11]1[CH:10]=[CH:9][C:7](=[O:8])/[C:6](=[CH:5]\[NH:3][CH2:2][CH2:1][NH:4]/[CH:5]=[C:6]2\[C:7]([CH:9]=[CH:10][CH:11]=[CH:12]\2)=[O:8])/[CH:12]=1. (4) Reactant: [Br:1][C:2]1[CH:3]=[CH:4][C:5]([F:25])=[C:6]([CH:8]([C:10]2[CH:15]=[C:14]([CH:16]([CH3:18])[CH3:17])[CH:13]=[C:12]([CH:19]([CH3:21])[CH3:20])[C:11]=2[O:22][CH2:23][CH3:24])[OH:9])[CH:7]=1.[Cr](Cl)([O-])(=O)=O.[NH+]1C=CC=CC=1. Product: [Br:1][C:2]1[CH:3]=[CH:4][C:5]([F:25])=[C:6]([C:8]([C:10]2[CH:15]=[C:14]([CH:16]([CH3:17])[CH3:18])[CH:13]=[C:12]([CH:19]([CH3:20])[CH3:21])[C:11]=2[O:22][CH2:23][CH3:24])=[O:9])[CH:7]=1. The catalyst class is: 363. (5) Reactant: [CH:1]1[C:11]2[C:10]3=[CH:12][C:13]4[CH:14]=[CH:15][C:16]([C:19]([O:21]C)=[O:20])=[CH:17][C:18]=4[N:9]3[CH2:8][CH:7]=[CH:6][C:5]=2[CH:4]=[CH:3][CH:2]=1.[OH-].[Na+].Cl. Product: [CH:1]1[C:11]2[C:10]3=[CH:12][C:13]4[CH:14]=[CH:15][C:16]([C:19]([OH:21])=[O:20])=[CH:17][C:18]=4[N:9]3[CH2:8][CH:7]=[CH:6][C:5]=2[CH:4]=[CH:3][CH:2]=1. The catalyst class is: 36. (6) Reactant: [N+:1]([C:4]1[C:5]([C:14]#[N:15])=[N:6][CH:7]=[C:8]([C:10]([F:13])([F:12])[F:11])[CH:9]=1)([O-])=O.CC[O:18]C(C)=O. Product: [NH2:1][C:4]1[C:5]([C:14]([NH2:15])=[O:18])=[N:6][CH:7]=[C:8]([C:10]([F:13])([F:12])[F:11])[CH:9]=1. The catalyst class is: 45. (7) Reactant: [Cl:1][CH2:2][CH2:3][CH2:4][O:5][C:6]1[CH:11]=[CH:10][C:9]([C:12]2[S:13][C:14]([CH2:18]O)=[C:15]([CH3:17])[N:16]=2)=[CH:8][CH:7]=1.[NH:20]1[CH2:24][CH2:23][CH2:22][C:21]1=[O:25].C1(C)C=CC(S(O)(=O)=O)=CC=1. Product: [Cl:1][CH2:2][CH2:3][CH2:4][O:5][C:6]1[CH:7]=[CH:8][C:9]([C:12]2[S:13][C:14]([CH2:18][N:20]3[CH2:24][CH2:23][CH2:22][C:21]3=[O:25])=[C:15]([CH3:17])[N:16]=2)=[CH:10][CH:11]=1. The catalyst class is: 11. (8) Reactant: [N+:1]([C:4]1[CH:9]=[CH:8][CH:7]=[CH:6][C:5]=1[CH2:10][C:11]([OH:13])=O)([O-:3])=[O:2].C(Cl)(=O)C(Cl)=O.C[N:21](C=O)C. Product: [N+:1]([C:4]1[CH:9]=[CH:8][CH:7]=[CH:6][C:5]=1[CH2:10][C:11]([NH2:21])=[O:13])([O-:3])=[O:2]. The catalyst class is: 4.